This data is from Forward reaction prediction with 1.9M reactions from USPTO patents (1976-2016). The task is: Predict the product of the given reaction. (1) The product is: [F:18][C:19]([F:41])([F:42])[CH2:20][NH:21][C:22]([C:24]1([CH2:37][CH2:38][CH2:39][N:4]2[CH2:3][CH2:2][N:1]([C:7]3[CH:8]=[CH:9][C:10]([C:11]([O:13][CH2:14][CH3:15])=[O:12])=[CH:16][CH:17]=3)[CH2:6][CH2:5]2)[C:36]2[CH:35]=[CH:34][CH:33]=[CH:32][C:31]=2[C:30]2[C:25]1=[CH:26][CH:27]=[CH:28][CH:29]=2)=[O:23]. Given the reactants [N:1]1([C:7]2[CH:17]=[CH:16][C:10]([C:11]([O:13][CH2:14][CH3:15])=[O:12])=[CH:9][CH:8]=2)[CH2:6][CH2:5][NH:4][CH2:3][CH2:2]1.[F:18][C:19]([F:42])([F:41])[CH2:20][NH:21][C:22]([C:24]1([CH2:37][CH2:38][CH2:39]Br)[C:36]2[CH:35]=[CH:34][CH:33]=[CH:32][C:31]=2[C:30]2[C:25]1=[CH:26][CH:27]=[CH:28][CH:29]=2)=[O:23], predict the reaction product. (2) Given the reactants [C:1]([O:5][C:6](=[O:29])[NH:7][C@H:8]([C:25](=[O:28])[NH:26][CH3:27])[CH2:9][C:10]1[CH:15]=[CH:14][C:13]([O:16][CH2:17][C:18]2[CH:23]=[CH:22][CH:21]=[CH:20][CH:19]=2)=[C:12]([OH:24])[CH:11]=1)([CH3:4])([CH3:3])[CH3:2].[CH2:30]([N:32]=[C:33]=[O:34])[CH3:31], predict the reaction product. The product is: [C:1]([O:5][C:6](=[O:29])[NH:7][C@H:8]([C:25](=[O:28])[NH:26][CH3:27])[CH2:9][C:10]1[CH:15]=[CH:14][C:13]([O:16][CH2:17][C:18]2[CH:23]=[CH:22][CH:21]=[CH:20][CH:19]=2)=[C:12]([O:24][C:33](=[O:34])[NH:32][CH2:30][CH3:31])[CH:11]=1)([CH3:3])([CH3:2])[CH3:4].